Predict the product of the given reaction. From a dataset of Forward reaction prediction with 1.9M reactions from USPTO patents (1976-2016). (1) Given the reactants C[N+]1([O-])[CH2:7][CH2:6][O:5]CC1.[Br:9][C:10]1[CH:15]=[CH:14]C(CBr)=[C:12]([I:18])[CH:11]=1, predict the reaction product. The product is: [Br:9][C:10]1[CH:15]=[CH:14][C:7]([CH:6]=[O:5])=[C:12]([I:18])[CH:11]=1. (2) Given the reactants [CH3:1][O:2][C:3]1[CH:8]=[C:7](F)[CH:6]=[CH:5][C:4]=1[N+:10]([O-:12])=[O:11].[NH:13]1[CH2:18][CH2:17][NH:16][CH2:15][CH2:14]1, predict the reaction product. The product is: [CH3:1][O:2][C:3]1[CH:8]=[C:7]([N:13]2[CH2:18][CH2:17][NH:16][CH2:15][CH2:14]2)[CH:6]=[CH:5][C:4]=1[N+:10]([O-:12])=[O:11]. (3) The product is: [CH3:1][O:2][CH:3]([O:27][CH3:28])[C:4]1[CH:5]=[C:6]([C:11]([C:14]2[C:19]([CH:20]([CH3:22])[CH3:21])=[C:18]([O:23][CH3:24])[N:17]=[C:16]([O:25][CH3:26])[N:15]=2)=[O:35])[CH:7]=[C:8]([CH3:10])[CH:9]=1. Given the reactants [CH3:1][O:2][CH:3]([O:27][CH3:28])[C:4]1[CH:5]=[C:6]([CH:11]([C:14]2[C:19]([CH:20]([CH3:22])[CH3:21])=[C:18]([O:23][CH3:24])[N:17]=[C:16]([O:25][CH3:26])[N:15]=2)C#N)[CH:7]=[C:8]([CH3:10])[CH:9]=1.[H-].[Na+].CN(C=[O:35])C, predict the reaction product. (4) Given the reactants [NH2:1][CH:2]([C:6]([NH2:8])=[O:7])[C:3]([NH2:5])=[O:4].S(=O)(=O)(O)[OH:10].[CH:14](OCC)(OCC)OCC.[ClH:24], predict the reaction product. The product is: [OH2:4].[OH2:10].[ClH:24].[OH:4][C:3]1[NH:5][CH:14]=[N:1][C:2]=1[C:6]([NH2:8])=[O:7]. (5) Given the reactants [C:1]([O:5][C:6]([N:8]1[CH2:13][CH2:12][CH2:11][CH:10]([C:14]([OH:16])=[O:15])[CH2:9]1)=[O:7])([CH3:4])([CH3:3])[CH3:2].C(N=C=NCCCN(C)C)C.[CH2:28](O)/[CH:29]=[CH:30]/[CH3:31].S(=O)(=O)(O)[O-].[K+], predict the reaction product. The product is: [C:1]([O:5][C:6]([N:8]1[CH2:13][CH2:12][CH2:11][CH:10]([C:14]([O:16][CH2:28]/[CH:29]=[CH:30]/[CH3:31])=[O:15])[CH2:9]1)=[O:7])([CH3:4])([CH3:2])[CH3:3].